From a dataset of Forward reaction prediction with 1.9M reactions from USPTO patents (1976-2016). Predict the product of the given reaction. (1) Given the reactants [CH2:1]([O:3][C:4](=[O:18])[CH2:5][CH2:6][CH2:7][CH2:8][CH2:9][CH2:10][CH2:11][CH2:12][CH2:13][CH2:14][C:15](O)=[O:16])[CH3:2].[Cl-].O=S(Cl)Cl.Cl.[NH2:25][OH:26], predict the reaction product. The product is: [OH:26][NH:25][C:15](=[O:16])[CH2:14][CH2:13][CH2:12][CH2:11][CH2:10][CH2:9][CH2:8][CH2:7][CH2:6][CH2:5][C:4]([O:3][CH2:1][CH3:2])=[O:18]. (2) The product is: [Cl:54][C:67]1[CH:68]=[CH:69][C:70]([F:72])=[CH:71][C:66]=1[C:65]([N:62]1[CH2:61][CH2:60][N:59]([C:57](=[O:58])[CH2:56][NH:55][C:43]([C:41]2[N:40]=[N:39][N:38]([C:34]3[CH:35]=[CH:36][CH:37]=[C:32]([F:31])[CH:33]=3)[CH:42]=2)=[O:45])[CH2:64][CH2:63]1)=[O:74]. Given the reactants CCN(C(C)C)C(C)C.C1C=CC2N(O)N=NC=2C=1.CCN=C=NCCCN(C)C.[F:31][C:32]1[CH:33]=[C:34]([N:38]2[CH:42]=[C:41]([C:43]([OH:45])=O)[N:40]=[N:39]2)[CH:35]=[CH:36][CH:37]=1.FC1C=C(C=CC=1)N.[ClH:54].[NH2:55][CH2:56][C:57]([N:59]1[CH2:64][CH2:63][N:62]([C:65](=[O:74])[C:66]2[CH:71]=[C:70]([F:72])[CH:69]=[CH:68][C:67]=2Cl)[CH2:61][CH2:60]1)=[O:58].ClC1C=CC(F)=CC=1C(O)=O, predict the reaction product. (3) Given the reactants C(N(CC)C(C1C=C(C2C=NN(CCCO)C=2)C=CC=1NC1C(C(F)(F)F)=CN=C(NC2C=CC(CP(=O)(O)OCC)=CC=2OC)N=1)=O)C.[OH:50][CH2:51][CH2:52][CH2:53][CH2:54][N:55]1[CH:59]=[C:58]([C:60]2[N:65]=[C:64]([C:66](=[O:69])[NH:67][CH3:68])[C:63]([NH:70][C:71]3[C:76]([C:77]([F:80])([F:79])[F:78])=[CH:75][N:74]=[C:73]([NH:81][C:82]4[CH:96]=[CH:95][C:85]([CH2:86][P:87](=[O:94])([O:91]CC)[O:88][CH2:89][CH3:90])=[CH:84][C:83]=4[O:97][CH3:98])[N:72]=3)=[CH:62][CH:61]=2)[CH:57]=[N:56]1, predict the reaction product. The product is: [OH:50][CH2:51][CH2:52][CH2:53][CH2:54][N:55]1[CH:59]=[C:58]([C:60]2[N:65]=[C:64]([C:66](=[O:69])[NH:67][CH3:68])[C:63]([NH:70][C:71]3[C:76]([C:77]([F:80])([F:78])[F:79])=[CH:75][N:74]=[C:73]([NH:81][C:82]4[CH:96]=[CH:95][C:85]([CH2:86][P:87](=[O:91])([OH:94])[O:88][CH2:89][CH3:90])=[CH:84][C:83]=4[O:97][CH3:98])[N:72]=3)=[CH:62][CH:61]=2)[CH:57]=[N:56]1. (4) Given the reactants [C:1]([C:4]1[C:9]([CH3:10])=[CH:8][C:7]([NH:11][C:12](=[O:14])[CH3:13])=[CH:6][C:5]=1[CH3:15])(=[O:3])[CH3:2].[Br-:16].[Br-].[Br-].C([N+](CCCC)(CCCC)CCCC)CCC.C([N+](CCCC)(CCCC)CCCC)CCC.C([N+](CCCC)(CCCC)CCCC)CCC, predict the reaction product. The product is: [Br:16][CH2:2][C:1]([C:4]1[C:5]([CH3:15])=[CH:6][C:7]([NH:11][C:12](=[O:14])[CH3:13])=[CH:8][C:9]=1[CH3:10])=[O:3]. (5) Given the reactants Br[C:2]1[CH:3]=[N:4][C:5]([CH2:8][CH2:9][CH2:10][CH2:11][CH2:12][CH3:13])=[CH:6][CH:7]=1.[NH2:14][C:15]1[CH:20]=[CH:19][CH:18]=[CH:17][CH:16]=1, predict the reaction product. The product is: [CH2:8]([C:5]1[N:4]=[CH:3][C:2]([NH:14][C:15]2[CH:20]=[CH:19][CH:18]=[CH:17][CH:16]=2)=[CH:7][CH:6]=1)[CH2:9][CH2:10][CH2:11][CH2:12][CH3:13]. (6) The product is: [C:22]1([C:18]2[CH:19]=[CH:20][CH:21]=[C:15]([C:9]3[CH:10]=[CH:11][CH:12]=[CH:13][CH:14]=3)[C:16]=2[NH:17][C:2]2[C:1](=[O:8])[CH2:6][CH2:5][CH2:4][CH:3]=2)[CH:27]=[CH:26][CH:25]=[CH:24][CH:23]=1. Given the reactants [C:1]1(=[O:8])[CH2:6][CH2:5][CH2:4][CH2:3][C:2]1=O.[C:9]1([C:15]2[CH:21]=[CH:20][CH:19]=[C:18]([C:22]3[CH:27]=[CH:26][CH:25]=[CH:24][CH:23]=3)[C:16]=2[NH2:17])[CH:14]=[CH:13][CH:12]=[CH:11][CH:10]=1, predict the reaction product. (7) Given the reactants [CH3:1][O:2][C:3]1[N:8]=[CH:7][C:6]([CH2:9][S:10][CH2:11][C:12]([O:14]C)=[O:13])=[CH:5][C:4]=1[N+:16]([O-:18])=[O:17].C(=O)([O-])[O-].[Na+].[Na+], predict the reaction product. The product is: [CH3:1][O:2][C:3]1[N:8]=[CH:7][C:6]([CH2:9][S:10][CH2:11][C:12]([OH:14])=[O:13])=[CH:5][C:4]=1[N+:16]([O-:18])=[O:17]. (8) Given the reactants [CH3:1][O:2][C:3]1[CH:4]=[C:5]([CH2:13][CH2:14][C:15]([OH:17])=O)[CH:6]=[C:7]([O:11][CH3:12])[C:8]=1[O:9][CH3:10].C1C=CC2N(O)N=NC=2C=1.CCN=C=NCCCN(C)C.[ClH:39].[F:40][C:41]1[CH:55]=[CH:54][CH:53]=[CH:52][C:42]=1[O:43][CH2:44][CH2:45][N:46]1[CH2:51][CH2:50][NH:49][CH2:48][CH2:47]1.C(N(CC)CC)C, predict the reaction product. The product is: [ClH:39].[F:40][C:41]1[CH:55]=[CH:54][CH:53]=[CH:52][C:42]=1[O:43][CH2:44][CH2:45][N:46]1[CH2:47][CH2:48][N:49]([C:15](=[O:17])[CH2:14][CH2:13][C:5]2[CH:6]=[C:7]([O:11][CH3:12])[C:8]([O:9][CH3:10])=[C:3]([O:2][CH3:1])[CH:4]=2)[CH2:50][CH2:51]1.